Dataset: TCR-epitope binding with 47,182 pairs between 192 epitopes and 23,139 TCRs. Task: Binary Classification. Given a T-cell receptor sequence (or CDR3 region) and an epitope sequence, predict whether binding occurs between them. (1) The epitope is RAKFKQLL. The TCR CDR3 sequence is CASSMYGAANYGYTF. Result: 1 (the TCR binds to the epitope). (2) The epitope is LLFNKVTLA. The TCR CDR3 sequence is CASNLEGDEQFF. Result: 1 (the TCR binds to the epitope). (3) The epitope is YLNTLTLAV. The TCR CDR3 sequence is CASSLPGLQETQYF. Result: 0 (the TCR does not bind to the epitope).